From a dataset of Forward reaction prediction with 1.9M reactions from USPTO patents (1976-2016). Predict the product of the given reaction. (1) Given the reactants [O:1]=[C:2]1[C:11]2[C:6](=[CH:7][CH:8]=[CH:9][CH:10]=2)[NH:5][CH:4]=[C:3]1[C:12]([O:14]CC)=[O:13].[OH-].[Na+].Cl, predict the reaction product. The product is: [O:1]=[C:2]1[C:11]2[C:6](=[CH:7][CH:8]=[CH:9][CH:10]=2)[NH:5][CH:4]=[C:3]1[C:12]([OH:14])=[O:13]. (2) Given the reactants [Br:1][C:2]1[CH:7]=[CH:6][C:5]([N+:8]([O-:10])=[O:9])=[C:4](F)[CH:3]=1.C(N(CC)CC)C.[CH3:19][CH:20]([CH3:23])[CH2:21][NH2:22].CC(N(C)C)=O, predict the reaction product. The product is: [Br:1][C:2]1[CH:7]=[CH:6][C:5]([N+:8]([O-:10])=[O:9])=[C:4]([CH:3]=1)[NH:22][CH2:21][CH:20]([CH3:23])[CH3:19].